This data is from Full USPTO retrosynthesis dataset with 1.9M reactions from patents (1976-2016). The task is: Predict the reactants needed to synthesize the given product. (1) Given the product [CH2:6]([N:5]([CH2:13][C:14]1[CH:15]=[CH:16][CH:17]=[CH:18][CH:19]=1)[CH:4]([CH:3]([O:23][C:29]1[CH:34]=[CH:33][C:32]([F:35])=[CH:31][C:30]=1[N+:36]([O-:38])=[O:37])[C:2]([F:24])([F:25])[F:1])[C:20]([OH:22])=[O:21])[C:7]1[CH:8]=[CH:9][CH:10]=[CH:11][CH:12]=1, predict the reactants needed to synthesize it. The reactants are: [F:1][C:2]([F:25])([F:24])[C@@H:3]([OH:23])[C@@H:4]([C:20]([OH:22])=[O:21])[N:5]([CH2:13][C:14]1[CH:19]=[CH:18][CH:17]=[CH:16][CH:15]=1)[CH2:6][C:7]1[CH:12]=[CH:11][CH:10]=[CH:9][CH:8]=1.[H-].[Na+].F[C:29]1[CH:34]=[CH:33][C:32]([F:35])=[CH:31][C:30]=1[N+:36]([O-:38])=[O:37]. (2) Given the product [Br:8][C:9]1[CH:14]=[CH:13][C:12]([S:15]([N:1]2[CH:5]=[CH:4][CH:3]=[CH:2]2)(=[O:17])=[O:16])=[CH:11][CH:10]=1, predict the reactants needed to synthesize it. The reactants are: [NH:1]1[CH:5]=[CH:4][CH:3]=[CH:2]1.[H-].[Na+].[Br:8][C:9]1[CH:14]=[CH:13][C:12]([S:15](Cl)(=[O:17])=[O:16])=[CH:11][CH:10]=1.